From a dataset of Full USPTO retrosynthesis dataset with 1.9M reactions from patents (1976-2016). Predict the reactants needed to synthesize the given product. (1) The reactants are: [CH3:1][O:2][C:3](=[O:26])[CH2:4][C:5]1[CH:6]=[C:7]([C:13]2[CH:18]=[CH:17][C:16]([C:19]([F:22])([F:21])[F:20])=[CH:15][C:14]=2[CH2:23][NH:24][CH3:25])[C:8]([O:11][CH3:12])=[CH:9][CH:10]=1.Cl[C:28]([O:30][CH2:31][C:32]1[CH:37]=[CH:36][CH:35]=[CH:34][CH:33]=1)=[O:29]. Given the product [CH3:1][O:2][C:3](=[O:26])[CH2:4][C:5]1[CH:6]=[C:7]([C:13]2[CH:18]=[CH:17][C:16]([C:19]([F:21])([F:20])[F:22])=[CH:15][C:14]=2[CH2:23][N:24]([C:28]([O:30][CH2:31][C:32]2[CH:37]=[CH:36][CH:35]=[CH:34][CH:33]=2)=[O:29])[CH3:25])[C:8]([O:11][CH3:12])=[CH:9][CH:10]=1, predict the reactants needed to synthesize it. (2) Given the product [F:1][C:2]1[C:3]([NH:10][CH2:11][C:12]2[CH:17]=[C:16]([C:18]3[CH:23]=[CH:22][CH:21]=[C:20]([F:24])[CH:19]=3)[CH:15]=[CH:14][C:13]=2[CH3:25])=[C:4]([F:9])[CH:5]=[CH:6][C:7]=1[OH:8], predict the reactants needed to synthesize it. The reactants are: [F:1][C:2]1[C:7]([OH:8])=[CH:6][CH:5]=[C:4]([F:9])[C:3]=1[NH:10][C:11](=O)[C:12]1[CH:17]=[C:16]([C:18]2[CH:23]=[CH:22][CH:21]=[C:20]([F:24])[CH:19]=2)[CH:15]=[CH:14][C:13]=1[CH3:25]. (3) Given the product [NH3:19].[CH3:48][C:49]1([CH3:54])[CH2:53][CH2:52][CH2:51][N:50]1[CH2:21][CH2:22][CH2:23][O:24][C:25]1[CH:30]=[CH:29][C:28]([C:31]2([C:37]#[N:38])[CH2:36][CH2:35][CH2:34][CH2:33][CH2:32]2)=[CH:27][CH:26]=1, predict the reactants needed to synthesize it. The reactants are: BrCCCOC1C=CC(C2(C#[N:19])CCCCC2)=CC=1.Cl[CH2:21][CH2:22][CH2:23][O:24][C:25]1[CH:30]=[CH:29][C:28]([C:31]2([C:37]#[N:38])[CH2:36][CH2:35][CH2:34][CH2:33][CH2:32]2)=[CH:27][CH:26]=1.C(N(CC)C(C)C)(C)C.[CH3:48][C:49]1([CH3:54])[CH2:53][CH2:52][CH2:51][NH:50]1. (4) Given the product [NH2:1][C:2]1[C:7]([C:8]2[N:17]([C:18]3[CH:23]=[CH:22][C:21]([C:24]4([NH:28][C:29](=[O:35])[O:30][C:31]([CH3:34])([CH3:33])[CH3:32])[CH2:27][CH2:26][CH2:25]4)=[CH:20][CH:19]=3)[C:11]3=[N:12][C:13]([C:48]4[CH:49]=[CH:44][CH:45]=[C:46]([N:50]5[CH2:56][CH:55]6[O:57][CH:52]([CH2:53][CH2:54]6)[CH2:51]5)[CH:47]=4)=[CH:14][CH:15]=[C:10]3[N:9]=2)=[CH:6][CH:5]=[CH:4][N:3]=1, predict the reactants needed to synthesize it. The reactants are: [NH2:1][C:2]1[C:7]([C:8]2[N:17]([C:18]3[CH:23]=[CH:22][C:21]([C:24]4([NH:28][C:29](=[O:35])[O:30][C:31]([CH3:34])([CH3:33])[CH3:32])[CH2:27][CH2:26][CH2:25]4)=[CH:20][CH:19]=3)[C:11]3=[N:12][C:13](Cl)=[CH:14][CH:15]=[C:10]3[N:9]=2)=[CH:6][CH:5]=[CH:4][N:3]=1.CC1(C)C(C)(C)OB([C:44]2[CH:45]=[C:46]([N:50]3[CH2:56][CH:55]4[O:57][CH:52]([CH2:53][CH2:54]4)[CH2:51]3)[CH:47]=[CH:48][CH:49]=2)O1.[OH-].[Na+]. (5) The reactants are: [Cl:1][C:2]1[CH:3]=[C:4]([CH2:8][CH2:9][NH2:10])[CH:5]=[CH:6][CH:7]=1.C([O:13][C:14]([C:16]1[N:20]([CH2:21][CH3:22])[N:19]=[CH:18][C:17]=1[CH2:23][N:24]1[CH2:28][CH:27]2[CH2:29][N:30]([C:32]([O:34][CH:35]([C:40]([F:43])([F:42])[F:41])[C:36]([F:39])([F:38])[F:37])=[O:33])[CH2:31][CH:26]2[CH2:25]1)=O)C. Given the product [Cl:1][C:2]1[CH:3]=[C:4]([CH:5]=[CH:6][CH:7]=1)[CH2:8][CH2:9][NH:10][C:14]([C:16]1[N:20]([CH2:21][CH3:22])[N:19]=[CH:18][C:17]=1[CH2:23][N:24]1[CH2:25][CH:26]2[CH2:31][N:30]([C:32]([O:34][CH:35]([C:36]([F:37])([F:38])[F:39])[C:40]([F:41])([F:42])[F:43])=[O:33])[CH2:29][CH:27]2[CH2:28]1)=[O:13], predict the reactants needed to synthesize it.